Dataset: Full USPTO retrosynthesis dataset with 1.9M reactions from patents (1976-2016). Task: Predict the reactants needed to synthesize the given product. (1) Given the product [NH2:1][C:2]1[C:3]([C:9]([NH:58][C@H:54]2[CH2:55][CH2:56][CH2:57][N:52]([C:50]([O:49][C:45]([CH3:48])([CH3:47])[CH3:46])=[O:51])[CH2:53]2)=[O:11])=[N:4][C:5]([Br:8])=[CH:6][N:7]=1, predict the reactants needed to synthesize it. The reactants are: [NH2:1][C:2]1[C:3]([C:9]([OH:11])=O)=[N:4][C:5]([Br:8])=[CH:6][N:7]=1.CN(C(ON1N=NC2C=CC=NC1=2)=[N+](C)C)C.F[P-](F)(F)(F)(F)F.CCN(C(C)C)C(C)C.[C:45]([O:49][C:50]([N:52]1[CH2:57][CH2:56][CH2:55][C@H:54]([NH2:58])[CH2:53]1)=[O:51])([CH3:48])([CH3:47])[CH3:46]. (2) Given the product [CH2:2]([O:9][C:10]1[CH:19]=[CH:18][CH:17]=[C:16]2[C:11]=1[CH2:12][CH2:13][CH2:14][CH:15]2[C:20]([N:22]([CH2:23][C:24]1[CH:25]=[N:26][N:27]([CH2:49][CH2:48][CH2:47][CH2:46][CH2:45][CH2:44][CH2:43][CH2:42][CH2:41][CH2:40][CH2:39][CH3:38])[CH:28]=1)[C:29]1[CH:30]=[N:31][C:32]([CH:35]([CH3:37])[CH3:36])=[CH:33][CH:34]=1)=[O:21])[C:3]1[CH:8]=[CH:7][CH:6]=[CH:5][CH:4]=1, predict the reactants needed to synthesize it. The reactants are: Cl.[CH2:2]([O:9][C:10]1[CH:19]=[CH:18][CH:17]=[C:16]2[C:11]=1[CH2:12][CH2:13][CH2:14][CH:15]2[C:20]([N:22]([C:29]1[CH:30]=[N:31][C:32]([CH:35]([CH3:37])[CH3:36])=[CH:33][CH:34]=1)[CH2:23][C:24]1[CH:25]=[N:26][NH:27][CH:28]=1)=[O:21])[C:3]1[CH:8]=[CH:7][CH:6]=[CH:5][CH:4]=1.[CH2:38](Br)[CH2:39][CH2:40][CH2:41][CH2:42][CH2:43][CH2:44][CH2:45][CH2:46][CH2:47][CH2:48][CH3:49]. (3) Given the product [N:1]1[CH:12]=[N:13][N:11]2[CH:10]=[CH:9][C:4]([C:5]([O:7][CH3:8])=[O:6])=[CH:3][C:2]=12, predict the reactants needed to synthesize it. The reactants are: [NH2:1][C:2]1[CH:3]=[C:4]([CH:9]=[CH:10][N:11]=1)[C:5]([O:7][CH3:8])=[O:6].[CH3:12][N:13](C(OC)OC)C.CO. (4) Given the product [C:10]([O:31][CH:20]([C:14]1[CH:15]=[CH:16][CH:17]=[CH:18][CH:19]=1)[CH2:21][CH:22]([C:24]1[CH:25]=[CH:26][CH:27]=[CH:28][CH:29]=1)[O:23][C:1](=[O:8])[CH3:2])(=[O:12])[CH3:11], predict the reactants needed to synthesize it. The reactants are: [C:1](Cl)(=[O:8])[C:2]1C=CC=CC=1.[C:10](Cl)(=[O:12])[CH3:11].[C:14]1([CH:20]([OH:31])[CH:21](C)[CH:22]([C:24]2[CH:29]=[CH:28][CH:27]=[CH:26][CH:25]=2)[OH:23])[CH:19]=[CH:18][CH:17]=[CH:16][CH:15]=1.C1(C(O)CC(C2C=CC=CC=2)O)C=CC=CC=1. (5) Given the product [N:13]1[CH:18]=[CH:17][CH:16]=[CH:15][C:14]=1[O:1][CH:2]1[CH2:3][CH2:4][CH:5]([C:8]([O:10][CH2:11][CH3:12])=[O:9])[CH2:6][CH2:7]1, predict the reactants needed to synthesize it. The reactants are: [OH:1][CH:2]1[CH2:7][CH2:6][CH:5]([C:8]([O:10][CH2:11][CH3:12])=[O:9])[CH2:4][CH2:3]1.[N:13]1[CH:18]=[CH:17][CH:16]=[CH:15][C:14]=1O.C1(P(C2C=CC=CC=2)C2C=CC=CC=2)C=CC=CC=1.N(C(OCC)=O)=NC(OCC)=O.